Dataset: Reaction yield outcomes from USPTO patents with 853,638 reactions. Task: Predict the reaction yield, written as a fraction of the theoretical maximum amount of product (1.0 means a 100% yield; for example, 0.34 means a 34% yield). (1) The reactants are [C:1]([C@@H:3]1[CH2:8][CH2:7][CH2:6][CH2:5][C@H:4]1[NH:9][C:10](=[O:16])[O:11][C:12]([CH3:15])([CH3:14])[CH3:13])#[N:2]. The catalyst is CCO.[Ni]. The product is [NH2:2][CH2:1][C@@H:3]1[CH2:8][CH2:7][CH2:6][CH2:5][C@H:4]1[NH:9][C:10](=[O:16])[O:11][C:12]([CH3:14])([CH3:13])[CH3:15]. The yield is 0.660. (2) The reactants are CO.[CH2:3]([N:10]([CH2:29][CH2:30][C:31](=[O:38])[C:32]1[CH:37]=[CH:36][CH:35]=[CH:34][CH:33]=1)[CH2:11][CH2:12][C:13]1[CH:28]=[CH:27][C:16]([O:17][C:18]2[CH:26]=[CH:25][C:21]([C:22]([NH2:24])=[O:23])=[CH:20][N:19]=2)=[CH:15][CH:14]=1)[C:4]1[CH:9]=[CH:8][CH:7]=[CH:6][CH:5]=1.[BH4-].[Na+]. The catalyst is [Cl-].[Na+].O. The product is [CH2:3]([N:10]([CH2:29][CH2:30][CH:31]([OH:38])[C:32]1[CH:33]=[CH:34][CH:35]=[CH:36][CH:37]=1)[CH2:11][CH2:12][C:13]1[CH:28]=[CH:27][C:16]([O:17][C:18]2[CH:26]=[CH:25][C:21]([C:22]([NH2:24])=[O:23])=[CH:20][N:19]=2)=[CH:15][CH:14]=1)[C:4]1[CH:9]=[CH:8][CH:7]=[CH:6][CH:5]=1. The yield is 0.130. (3) The product is [ClH:19].[CH3:17][S:14]([N:11]1[CH2:12][CH2:13][NH:8][CH2:9][C@H:10]1[CH3:18])(=[O:15])=[O:16]. The yield is 0.730. The catalyst is ClCCl.C(OCC)C. The reactants are C(OC([N:8]1[CH2:13][CH2:12][N:11]([S:14]([CH3:17])(=[O:16])=[O:15])[C@H:10]([CH3:18])[CH2:9]1)=O)(C)(C)C.[ClH:19]. (4) The reactants are [CH3:1][C:2]([C:11]1[CH:16]=[CH:15][C:14]([N+:17]([O-:19])=[O:18])=[CH:13][CH:12]=1)([C:7](OC)=[O:8])[C:3](OC)=[O:4].[BH4-].[Na+]. The catalyst is CO. The product is [CH3:1][C:2]([C:11]1[CH:16]=[CH:15][C:14]([N+:17]([O-:19])=[O:18])=[CH:13][CH:12]=1)([CH2:3][OH:4])[CH2:7][OH:8]. The yield is 0.400. (5) The reactants are [F:1][C:2]1[CH:3]=[C:4]([C:29]2[C:30]([C:35]#[N:36])=[CH:31][CH:32]=[CH:33][CH:34]=2)[CH:5]=[CH:6][C:7]=1[CH2:8][C:9]1[C:10](=[O:28])[N:11]([C@H:21]2[CH2:26][CH2:25][C@H:24]([OH:27])[CH2:23][CH2:22]2)[C:12]2[N:13]([N:18]=[CH:19][N:20]=2)[C:14]=1[CH2:15][CH2:16][CH3:17].[N+](=CC(OCC)=[O:41])=[N-].[C:45]1([CH3:51])[CH:50]=CC=C[CH:46]=1. The catalyst is C([O-])(=O)C.[Rh+]. The product is [F:1][C:2]1[CH:3]=[C:4]([C:29]2[C:30]([C:35]#[N:36])=[CH:31][CH:32]=[CH:33][CH:34]=2)[CH:5]=[CH:6][C:7]=1[CH2:8][C:9]1[C:10](=[O:28])[N:11]([C@H:21]2[CH2:26][CH2:25][C@H:24]([O:27][CH2:46][C:45]([OH:41])([CH3:51])[CH3:50])[CH2:23][CH2:22]2)[C:12]2[N:13]([N:18]=[CH:19][N:20]=2)[C:14]=1[CH2:15][CH2:16][CH3:17]. The yield is 0.220. (6) The reactants are [CH3:1][NH:2][CH3:3].[CH:4]([O:7][C:8]([N:10]1[CH2:16][CH2:15][CH2:14][CH:13]([N:17]([C:33](=[O:35])[CH3:34])[CH2:18][C:19]2[CH:24]=[C:23]([C:25]([F:28])([F:27])[F:26])[CH:22]=[C:21]([C:29]([F:32])([F:31])[F:30])[CH:20]=2)[C:12]2[N:36]=[C:37](Cl)[CH:38]=[CH:39][C:11]1=2)=[O:9])([CH3:6])[CH3:5].O. The catalyst is CS(C)=O. The product is [CH:4]([O:7][C:8]([N:10]1[CH2:16][CH2:15][CH2:14][CH:13]([N:17]([C:33](=[O:35])[CH3:34])[CH2:18][C:19]2[CH:24]=[C:23]([C:25]([F:28])([F:27])[F:26])[CH:22]=[C:21]([C:29]([F:32])([F:31])[F:30])[CH:20]=2)[C:12]2[N:36]=[C:37]([N:2]([CH3:3])[CH3:1])[CH:38]=[CH:39][C:11]1=2)=[O:9])([CH3:6])[CH3:5]. The yield is 0.850.